Dataset: Full USPTO retrosynthesis dataset with 1.9M reactions from patents (1976-2016). Task: Predict the reactants needed to synthesize the given product. (1) Given the product [Si:14]([O:3][CH2:2][CH2:1][OH:4])([C:10]([CH3:13])([CH3:12])[CH3:11])([CH3:17])[CH3:16], predict the reactants needed to synthesize it. The reactants are: [CH2:1]([OH:4])[CH2:2][OH:3].N1C=CN=C1.[C:10]([Si:14]([CH3:17])([CH3:16])Cl)([CH3:13])([CH3:12])[CH3:11]. (2) Given the product [F:1][C:2]1[CH:7]=[CH:6][C:5]([CH3:8])=[CH:4][C:3]=1[C:9]1[CH:10]=[N:11][C:12]([N:15]2[C:23]3[C:18](=[CH:19][CH:20]=[C:21]([C:24]([N:26]([CH2:28][C:29]([OH:31])=[O:30])[CH3:27])=[O:25])[CH:22]=3)[C:17]([S:33][CH3:34])=[CH:16]2)=[N:13][CH:14]=1, predict the reactants needed to synthesize it. The reactants are: [F:1][C:2]1[CH:7]=[CH:6][C:5]([CH3:8])=[CH:4][C:3]=1[C:9]1[CH:10]=[N:11][C:12]([N:15]2[C:23]3[C:18](=[CH:19][CH:20]=[C:21]([C:24]([N:26]([CH2:28][C:29]([O:31]C)=[O:30])[CH3:27])=[O:25])[CH:22]=3)[C:17]([S:33][CH3:34])=[CH:16]2)=[N:13][CH:14]=1.O.[OH-].[Li+]. (3) Given the product [CH:8]1([CH:6]([OH:7])[CH2:5][CH2:4][OH:3])[CH2:13][CH2:12][CH2:11][CH2:10][CH2:9]1, predict the reactants needed to synthesize it. The reactants are: C([O:3][C:4](=O)[CH2:5][C:6]([CH:8]1[CH2:13][CH2:12][CH2:11][CH2:10][CH2:9]1)=[O:7])C.[H-].[Al+3].[Li+].[H-].[H-].[H-]. (4) Given the product [CH3:11][NH:1][C:2]1[CH:3]=[C:4]([CH:8]=[CH:9][CH:10]=1)[C:5]([NH2:7])=[O:6], predict the reactants needed to synthesize it. The reactants are: [NH2:1][C:2]1[CH:3]=[C:4]([CH:8]=[CH:9][CH:10]=1)[C:5]([NH2:7])=[O:6].[C:11](=O)([O-])[O-].[K+].[K+].S(OC)(OC)(=O)=O. (5) Given the product [CH:2]1([O:5][N:6]2[C:11]([CH3:12])([CH3:13])[CH2:10][CH:9]([O:14][C:15](=[O:33])[CH2:16][CH2:17][CH2:18][CH2:19][CH2:20][CH2:21][CH2:22][CH2:23][CH2:24][CH2:25][CH2:26][CH2:27][CH2:28][CH2:29][CH2:30][CH2:31][CH3:32])[CH2:8][C:7]2([CH3:34])[CH3:35])[CH2:1][CH2:9][CH2:8][CH2:7][CH2:34]1, predict the reactants needed to synthesize it. The reactants are: [C:1](O)(=O)[CH3:2].[OH:5][N:6]1[C:11]([CH3:13])([CH3:12])[CH2:10][CH:9]([O:14][C:15](=[O:33])[CH2:16][CH2:17][CH2:18][CH2:19][CH2:20][CH2:21][CH2:22][CH2:23][CH2:24][CH2:25][CH2:26][CH2:27][CH2:28][CH2:29][CH2:30][CH2:31][CH3:32])[CH2:8][C:7]1([CH3:35])[CH3:34].OO.S([O-])([O-])=O.[Na+].[Na+]. (6) The reactants are: [F:1][C:2]1[CH:3]=[CH:4][C:5]2[N:9]3[C:10](=[O:25])[NH:11][CH:12]([CH2:13][C:14]4[CH:19]=[CH:18][C:17]([C:20]([F:23])([F:22])[F:21])=[CH:16][C:15]=4[F:24])[C:8]3=[N:7][C:6]=2[CH:26]=1.FC1C=CC2N=C3C(CC4C=CC(C(F)(F)F)=CC=4F)NC(=O)N3C=2C=1.[NH2:53][C@H:54]1[CH2:59][CH2:58][C@H:57]([OH:60])[CH2:56][CH2:55]1. Given the product [F:1][C:2]1[CH:3]=[CH:4][C:5]2[NH:9][C:8]([CH:12]([NH:11][C:10]([NH:53][C@H:54]3[CH2:59][CH2:58][C@H:57]([OH:60])[CH2:56][CH2:55]3)=[O:25])[CH2:13][C:14]3[CH:19]=[CH:18][C:17]([C:20]([F:23])([F:22])[F:21])=[CH:16][C:15]=3[F:24])=[N:7][C:6]=2[CH:26]=1, predict the reactants needed to synthesize it. (7) Given the product [NH:24]1[C:25]2[C:21](=[C:20]([C:18]3[CH:17]=[C:16]4[C:12]([CH:13]=[N:14][NH:15]4)=[C:11]([NH:10][C:8]([C:6]4[CH:5]=[CH:4][CH:3]=[C:2]([NH:32][CH:30]([CH3:31])[CH3:29])[N:7]=4)=[O:9])[CH:19]=3)[CH:28]=[CH:27][CH:26]=2)[CH:22]=[CH:23]1, predict the reactants needed to synthesize it. The reactants are: Cl[C:2]1[N:7]=[C:6]([C:8]([NH:10][C:11]2[CH:19]=[C:18]([C:20]3[CH:28]=[CH:27][CH:26]=[C:25]4[C:21]=3[CH:22]=[CH:23][NH:24]4)[CH:17]=[C:16]3[C:12]=2[CH:13]=[N:14][NH:15]3)=[O:9])[CH:5]=[CH:4][CH:3]=1.[CH3:29][CH:30]([NH2:32])[CH3:31].CCN(C(C)C)C(C)C. (8) Given the product [CH2:1]=[CH:2][C:3]1[CH:8]=[CH:7][CH:6]=[CH:5][CH:4]=1.[CH2:9]=[CH:10][CH:11]=[CH2:12].[CH2:1]=[CH:2][C:3]1[CH:8]=[CH:7][CH:6]=[CH:5][CH:4]=1, predict the reactants needed to synthesize it. The reactants are: [CH2:1]=[CH:2][C:3]1[CH:8]=[CH:7][CH:6]=[CH:5][CH:4]=1.[CH2:9]([Li])[CH2:10][CH2:11][CH3:12].C=CC=C.Cl[SiH2][Si](Cl)(Cl)Cl. (9) Given the product [CH3:18][N:14]1[C:15]2[C:11](=[CH:10][C:9]([OH:8])=[CH:17][CH:16]=2)[CH:12]=[CH:13]1, predict the reactants needed to synthesize it. The reactants are: C([O:8][C:9]1[CH:10]=[C:11]2[C:15](=[CH:16][CH:17]=1)[N:14]([CH3:18])[CH:13]=[CH:12]2)C1C=CC=CC=1.[OH-].[K+].S([O-])([O-])(=O)=O.[Na+].[Na+].S(OC)(OC)(=O)=O.